Regression/Classification. Given a drug SMILES string, predict its absorption, distribution, metabolism, or excretion properties. Task type varies by dataset: regression for continuous measurements (e.g., permeability, clearance, half-life) or binary classification for categorical outcomes (e.g., BBB penetration, CYP inhibition). For this dataset (clearance_hepatocyte_az), we predict log10(clearance) (log10 of the in vitro intrinsic clearance, CLint, in uL/min per 10^6 hepatocytes; values are censored to the assay range of 3 to 150, which is 0.477 to 2.18 on this log10 scale). From a dataset of Hepatocyte clearance measurements from AstraZeneca. (1) The compound is CC(C)NCC(O)COc1ccc(CCOCC2CC2)cc1. The log10(clearance) is 1.08. (2) The compound is CCn1c(C)c(C(=O)O)c(-c2cccc(N3CCN(c4ccc(NS(=O)(=O)c5ccc(N[C@H](CCN6CCC(O)CC6)CSc6ccccc6)c(S(=O)(=O)C(F)(F)F)c5)cc4)CC3)c2)c1-c1ccc(Cl)cc1. The log10(clearance) is 1.24. (3) The drug is Cc1ccccc1CN1CCC(N2CCC(n3c(=O)[nH]c4ccccc43)CC2)CC1. The log10(clearance) is 1.28. (4) The molecule is CCCCC[C@H](c1ccc(C(=O)O)c(Oc2cccc(Br)c2)c1)N1CCC[C@H](n2cc(C)c(=O)[nH]c2=O)C1. The log10(clearance) is 1.48.